The task is: Regression. Given a peptide amino acid sequence and an MHC pseudo amino acid sequence, predict their binding affinity value. This is MHC class II binding data.. This data is from Peptide-MHC class II binding affinity with 134,281 pairs from IEDB. (1) The peptide sequence is EEMFKKRNLTIMDLH. The MHC is DRB1_0405 with pseudo-sequence DRB1_0405. The binding affinity (normalized) is 0.175. (2) The peptide sequence is GGTVIRNPLSRNSTH. The MHC is DRB3_0202 with pseudo-sequence DRB3_0202. The binding affinity (normalized) is 0.834. (3) The peptide sequence is TLTAFGFASADLIEI. The MHC is HLA-DQA10301-DQB10302 with pseudo-sequence HLA-DQA10301-DQB10302. The binding affinity (normalized) is 0.456. (4) The peptide sequence is CGSTDEYCSPDHNCQ. The MHC is DRB1_0301 with pseudo-sequence DRB1_0301. The binding affinity (normalized) is 0.0330. (5) The peptide sequence is KQDLELSWNLNGLQAY. The MHC is HLA-DQA10101-DQB10501 with pseudo-sequence HLA-DQA10101-DQB10501. The binding affinity (normalized) is 0.742.